This data is from Catalyst prediction with 721,799 reactions and 888 catalyst types from USPTO. The task is: Predict which catalyst facilitates the given reaction. (1) Reactant: [Si:1]([O:18][CH2:19][CH2:20][CH:21]([CH2:25][C:26]([O:28][C:29]([CH3:32])([CH3:31])[CH3:30])=[O:27])[C:22]([O-:24])=O)([C:14]([CH3:17])([CH3:16])[CH3:15])([C:8]1[CH:13]=[CH:12][CH:11]=[CH:10][CH:9]=1)[C:2]1[CH:7]=[CH:6][CH:5]=[CH:4][CH:3]=1.Cl.CN[O:36][CH3:37].C1C=CC2N(O)N=[N:44][C:42]=2C=1.CCN=C=NCCCN(C)C.Cl. Product: [Si:1]([O:18][CH2:19][CH2:20][CH:21]([C:22](=[O:24])[NH:44][CH2:42][O:36][CH3:37])[CH2:25][C:26]([O:28][C:29]([CH3:31])([CH3:32])[CH3:30])=[O:27])([C:14]([CH3:17])([CH3:15])[CH3:16])([C:8]1[CH:13]=[CH:12][CH:11]=[CH:10][CH:9]=1)[C:2]1[CH:3]=[CH:4][CH:5]=[CH:6][CH:7]=1. The catalyst class is: 136. (2) Reactant: [O:1]=[C:2]1[C:15]2[CH:14]=[C:13]([C:16](O)=[O:17])[CH:12]=[CH:11][C:10]=2[C:9](=[O:19])[C:8]2[C:3]1=[CH:4][CH:5]=[CH:6][CH:7]=2.[CH3:20][O:21][C:22]1[CH:27]=[CH:26][C:25]([CH2:28][NH2:29])=[CH:24][CH:23]=1.CN(C(ON1N=NC2C=CC=NC1=2)=[N+](C)C)C.F[P-](F)(F)(F)(F)F.CCN(C(C)C)C(C)C. The catalyst class is: 3. Product: [CH3:20][O:21][C:22]1[CH:27]=[CH:26][C:25]([CH2:28][NH:29][C:16]([C:13]2[CH:12]=[CH:11][C:10]3[C:9](=[O:19])[C:8]4[C:3](=[CH:4][CH:5]=[CH:6][CH:7]=4)[C:2](=[O:1])[C:15]=3[CH:14]=2)=[O:17])=[CH:24][CH:23]=1. (3) Reactant: C1(P(C2CCCCC2)C2C=CC=CC=2C2C(C(C)C)=CC(C(C)C)=CC=2C(C)C)CCCCC1.[O:35]1[CH2:40][CH2:39][N:38]([C:41]2[CH:42]=[C:43]([NH2:47])[CH:44]=[N:45][CH:46]=2)[CH2:37][CH2:36]1.Cl[C:49]1[C:58]2[C:53](=[CH:54][C:55]([F:60])=[CH:56][C:57]=2[F:59])[N:52]=[C:51]([C:61]2[CH:66]=[CH:65][C:64]([CH3:67])=[CH:63][N:62]=2)[C:50]=1[CH3:68].CC(C)([O-])C.[Na+]. Product: [F:59][C:57]1[CH:56]=[C:55]([F:60])[CH:54]=[C:53]2[C:58]=1[C:49]([NH:47][C:43]1[CH:44]=[N:45][CH:46]=[C:41]([N:38]3[CH2:39][CH2:40][O:35][CH2:36][CH2:37]3)[CH:42]=1)=[C:50]([CH3:68])[C:51]([C:61]1[CH:66]=[CH:65][C:64]([CH3:67])=[CH:63][N:62]=1)=[N:52]2. The catalyst class is: 11. (4) Reactant: [CH2:1]([N:8]1[CH2:13][CH2:12][N:11]2[C:14](Br)=[N:15][CH:16]=[C:10]2[CH2:9]1)[C:2]1[CH:7]=[CH:6][CH:5]=[CH:4][CH:3]=1.C(N1CCN2C=NC=C2C1)C1C=CC=CC=1.C([Li])CCC.[Br:39]Br. Product: [CH2:1]([N:8]1[CH2:13][CH2:12][N:11]2[CH:14]=[N:15][C:16]([Br:39])=[C:10]2[CH2:9]1)[C:2]1[CH:7]=[CH:6][CH:5]=[CH:4][CH:3]=1. The catalyst class is: 20. (5) Reactant: [CH2:1]([N:8]1[CH2:14][CH:13]2[C:15]([C:17]3[CH:22]=[CH:21][CH:20]=[C:19](Br)[CH:18]=3)([OH:16])[CH:10]([CH2:11][CH2:12]2)[CH2:9]1)[C:2]1[CH:7]=[CH:6][CH:5]=[CH:4][CH:3]=1.[CH3:24][N:25](C=O)C. Product: [CH2:1]([N:8]1[CH2:14][CH:13]2[C:15]([C:17]3[CH:18]=[C:19]([CH:20]=[CH:21][CH:22]=3)[C:24]#[N:25])([OH:16])[CH:10]([CH2:11][CH2:12]2)[CH2:9]1)[C:2]1[CH:7]=[CH:6][CH:5]=[CH:4][CH:3]=1. The catalyst class is: 507. (6) Reactant: [NH:1]1[CH2:6][CH2:5]N[CH2:3][CH2:2]1.[NH2:7][C:8]1([NH2:29])[NH:17][C:16](=O)[C:15]2[C:10](=[N:11][CH:12]=[C:13]([C:19]3[CH:24]=[CH:23][C:22]([O:25][CH3:26])=[C:21]([O:27][CH3:28])[CH:20]=3)[N:14]=2)[NH:9]1.C[Si](C)(C)N[Si](C)(C)C.S([O-])([O-])(=O)=O.[NH4+].[NH4+].C1(C)C=CC(S(O)(=O)=O)=CC=1. Product: [NH2:29][C:8]1[N:7]=[C:16]([N:17]2[CH2:5][CH2:6][NH:1][CH2:2][CH2:3]2)[C:15]2[C:10](=[N:11][CH:12]=[C:13]([C:19]3[CH:24]=[CH:23][C:22]([O:25][CH3:26])=[C:21]([O:27][CH3:28])[CH:20]=3)[N:14]=2)[N:9]=1. The catalyst class is: 858. (7) Reactant: [Br:1][C:2]1[N:6]2[NH:7][C:8](=O)[CH:9]=[CH:10][C:5]2=[N:4][CH:3]=1.F[P-](F)(F)(F)(F)F.N1(O[P+](N(C)C)(N(C)C)N(C)C)C2C=CC=CC=2N=N1.[C:39]([O:43][C:44](=[O:51])[N:45]([CH2:47][CH2:48][CH2:49][NH2:50])[CH3:46])([CH3:42])([CH3:41])[CH3:40].N12CCCN=C1CCCCC2. Product: [C:39]([O:43][C:44](=[O:51])[N:45]([CH2:47][CH2:48][CH2:49][NH:50][C:8]1[CH:9]=[CH:10][C:5]2[N:6]([C:2]([Br:1])=[CH:3][N:4]=2)[N:7]=1)[CH3:46])([CH3:42])([CH3:40])[CH3:41]. The catalyst class is: 618. (8) Reactant: [NH2:1][C@H:2]([C:13]([NH:15][CH2:16][CH2:17][CH2:18][CH2:19][NH:20][C:21]([O:23][C:24]([CH3:27])([CH3:26])[CH3:25])=[O:22])=[O:14])[CH2:3][C:4]1[C:12]2[C:7](=[CH:8][CH:9]=[CH:10][CH:11]=2)[NH:6][CH:5]=1.[NH:28]([C:56]([O:58][C:59]([CH3:62])([CH3:61])[CH3:60])=[O:57])[C@H:29]([C:45]([NH:47][C@H:48]([C:53](O)=[O:54])[CH2:49][C:50](=[O:52])[NH2:51])=[O:46])[CH2:30][C:31]1[CH:36]=[CH:35][C:34]([O:37][CH2:38][C:39]2[CH:44]=[CH:43][CH:42]=[CH:41][CH:40]=2)=[CH:33][CH:32]=1.C(Cl)CCl.C1C=CC2N(O)N=NC=2C=1. Product: [NH:28]([C:56]([O:58][C:59]([CH3:62])([CH3:61])[CH3:60])=[O:57])[C@H:29]([C:45]([NH:47][C@H:48]([C:53]([NH:1][C@H:2]([C:13]([NH:15][CH2:16][CH2:17][CH2:18][CH2:19][NH:20][C:21]([O:23][C:24]([CH3:27])([CH3:26])[CH3:25])=[O:22])=[O:14])[CH2:3][C:4]1[C:12]2[C:7](=[CH:8][CH:9]=[CH:10][CH:11]=2)[NH:6][CH:5]=1)=[O:54])[CH2:49][C:50](=[O:52])[NH2:51])=[O:46])[CH2:30][C:31]1[CH:36]=[CH:35][C:34]([O:37][CH2:38][C:39]2[CH:44]=[CH:43][CH:42]=[CH:41][CH:40]=2)=[CH:33][CH:32]=1. The catalyst class is: 59. (9) Reactant: [N:1]1([CH2:7][CH2:8][OH:9])[CH2:6][CH2:5][NH:4][CH2:3][CH2:2]1.F[C:11]1[CH:12]=[C:13]([CH:16]=[CH:17][CH:18]=1)[C:14]#[N:15].O. Product: [OH:9][CH2:8][CH2:7][N:1]1[CH2:6][CH2:5][N:4]([C:11]2[CH:12]=[C:13]([CH:16]=[CH:17][CH:18]=2)[C:14]#[N:15])[CH2:3][CH2:2]1. The catalyst class is: 16. (10) Reactant: [OH:1][CH2:2][C:3]1[CH:4]=[C:5]([CH:8]=[CH:9][C:10]=1[CH2:11][NH:12][CH:13]1[C:22]2[N:21]=[CH:20][CH:19]=[CH:18][C:17]=2[CH2:16][CH2:15][CH2:14]1)[C:6]#[N:7].[C:23]1([C:29]2[CH:34]=[CH:33][N:32]=[C:31]([CH:35]=O)[CH:30]=2)[CH:28]=[CH:27][CH:26]=[CH:25][CH:24]=1.[BH-](OC(C)=O)(OC(C)=O)OC(C)=O.[Na+]. Product: [OH:1][CH2:2][C:3]1[CH:4]=[C:5]([CH:8]=[CH:9][C:10]=1[CH2:11][N:12]([CH2:35][C:31]1[CH:30]=[C:29]([C:23]2[CH:24]=[CH:25][CH:26]=[CH:27][CH:28]=2)[CH:34]=[CH:33][N:32]=1)[CH:13]1[C:22]2[N:21]=[CH:20][CH:19]=[CH:18][C:17]=2[CH2:16][CH2:15][CH2:14]1)[C:6]#[N:7]. The catalyst class is: 2.